This data is from Buchwald-Hartwig C-N cross coupling reaction yields with 55,370 reactions. The task is: Predict the reaction yield, written as a fraction of the theoretical maximum amount of product (1.0 means a 100% yield; for example, 0.34 means a 34% yield). The reactants are FC(F)(F)c1ccc(Cl)cc1.Cc1ccc(N)cc1.O=S(=O)(O[Pd]1c2ccccc2-c2ccccc2N~1)C(F)(F)F.COc1ccc(OC)c(P(C(C)(C)C)C(C)(C)C)c1-c1c(C(C)C)cc(C(C)C)cc1C(C)C.CN1CCCN2CCCN=C12.CCOC(=O)c1cnoc1. No catalyst specified. The product is Cc1ccc(Nc2ccc(C(F)(F)F)cc2)cc1. The yield is 0.201.